This data is from CYP2C19 inhibition data for predicting drug metabolism from PubChem BioAssay. The task is: Regression/Classification. Given a drug SMILES string, predict its absorption, distribution, metabolism, or excretion properties. Task type varies by dataset: regression for continuous measurements (e.g., permeability, clearance, half-life) or binary classification for categorical outcomes (e.g., BBB penetration, CYP inhibition). Dataset: cyp2c19_veith. The drug is Cc1cccc(CNc2cc(-c3ccccc3Cl)ncn2)c1. The result is 1 (inhibitor).